Dataset: Catalyst prediction with 721,799 reactions and 888 catalyst types from USPTO. Task: Predict which catalyst facilitates the given reaction. (1) The catalyst class is: 31. Product: [Si:29]([O:1][C@@H:2]1[C:7]2([CH2:8][CH2:9]2)[O:6][C@@H:5]([C:10]2[CH:15]=[CH:14][N:13]=[CH:12][C:11]=2[N+:16]([O-:18])=[O:17])[CH2:4][C:3]1=[O:19])([C:26]([CH3:28])([CH3:27])[CH3:25])([CH3:31])[CH3:30]. Reactant: [OH:1][C@@H:2]1[C:7]2([CH2:9][CH2:8]2)[O:6][C@@H:5]([C:10]2[CH:15]=[CH:14][N:13]=[CH:12][C:11]=2[N+:16]([O-:18])=[O:17])[CH2:4][C:3]1=[O:19].N1C=CN=C1.[CH3:25][C:26]([Si:29](Cl)([CH3:31])[CH3:30])([CH3:28])[CH3:27]. (2) Reactant: [NH2:1][C:2]1[CH:6]=[C:5]([CH3:7])[NH:4][N:3]=1.[H-].[Na+].[C:10](O[C:18]([O:20][C:21]([CH3:24])([CH3:23])[CH3:22])=[O:19])([O:12][C:13]([CH3:16])([CH3:15])[CH3:14])=[O:11].C(=O)([O-])O.[Na+]. Product: [NH2:1][C:2]1[CH:6]=[C:5]([CH3:7])[N:4]([C:10]([O:12][C:13]([CH3:16])([CH3:15])[CH3:14])=[O:11])[N:3]=1.[NH2:1][C:2]1[N:3]([C:18]([O:20][C:21]([CH3:22])([CH3:23])[CH3:24])=[O:19])[N:4]=[C:5]([CH3:7])[CH:6]=1. The catalyst class is: 9. (3) Reactant: [C:1]([C:5]1[CH:10]=[CH:9][C:8]([C:11]#[C:12][C:13]2[CH:18]=[CH:17][C:16]([NH2:19])=[C:15]([CH3:20])[CH:14]=2)=[CH:7][CH:6]=1)([CH3:4])([CH3:3])[CH3:2].[CH3:21][C:22]1[O:23][C:24](=O)[C:25]2[CH:31]=[CH:30][CH:29]=[CH:28][C:26]=2[N:27]=1. Product: [C:1]([C:5]1[CH:10]=[CH:9][C:8]([C:11]#[C:12][C:13]2[CH:18]=[CH:17][C:16]([N:19]3[C:24](=[O:23])[C:25]4[C:26](=[CH:28][CH:29]=[CH:30][CH:31]=4)[N:27]=[C:22]3[CH3:21])=[C:15]([CH3:20])[CH:14]=2)=[CH:7][CH:6]=1)([CH3:4])([CH3:3])[CH3:2]. The catalyst class is: 15. (4) Reactant: [N:1]1([CH2:7][CH2:8][CH2:9][OH:10])[CH2:6][CH2:5][CH2:4][CH2:3][CH2:2]1.[N+:11]([C:14]1[CH:19]=[CH:18][C:17](O)=[CH:16][CH:15]=1)([O-:13])=[O:12].C1(P(C2C=CC=CC=2)C2C=CC=CC=2)C=CC=CC=1.N(C(OC(C)C)=O)=NC(OC(C)C)=O. Product: [N+:11]([C:14]1[CH:19]=[CH:18][C:17]([O:10][CH2:9][CH2:8][CH2:7][N:1]2[CH2:6][CH2:5][CH2:4][CH2:3][CH2:2]2)=[CH:16][CH:15]=1)([O-:13])=[O:12]. The catalyst class is: 7. (5) Reactant: [C:1]([C:3]1[CH:8]=[CH:7][C:6]([N:9]2[CH2:14][CH2:13][O:12][C:11]3[CH:15]=[C:16]([S:19](Cl)(=[O:21])=[O:20])[CH:17]=[CH:18][C:10]2=3)=[C:5]([O:23][CH3:24])[CH:4]=1)#[N:2].[F:25][C:26]1[C:31]([OH:32])=[C:30]([F:33])[C:29]([F:34])=[C:28]([F:35])[C:27]=1[F:36].C(N(CC)CC)C. Product: [C:1]([C:3]1[CH:8]=[CH:7][C:6]([N:9]2[CH2:14][CH2:13][O:12][C:11]3[CH:15]=[C:16]([S:19]([O:32][C:31]4[C:30]([F:33])=[C:29]([F:34])[C:28]([F:35])=[C:27]([F:36])[C:26]=4[F:25])(=[O:21])=[O:20])[CH:17]=[CH:18][C:10]2=3)=[C:5]([O:23][CH3:24])[CH:4]=1)#[N:2]. The catalyst class is: 2. (6) Reactant: [NH:1]1[C:9]2[C:4](=[CH:5][C:6]3[CH2:11][CH:10]([C:12]#[N:13])[C:7]=3[CH:8]=2)[CH:3]=[CH:2]1.C([BH3-])#N.[Na+].[OH-].[Na+]. Product: [NH:1]1[C:9]2[C:4](=[CH:5][C:6]3[CH2:11][CH:10]([C:12]#[N:13])[C:7]=3[CH:8]=2)[CH2:3][CH2:2]1. The catalyst class is: 15. (7) Reactant: [F:1][C:2]([F:28])([CH:13]1[CH2:18][CH2:17][CH:16]([CH:19]2[CH2:24][CH2:23][CH:22]([CH2:25][CH2:26][CH3:27])[CH2:21][CH2:20]2)[CH2:15][CH2:14]1)[O:3][C:4]1[CH:9]=[C:8]([F:10])[C:7]([OH:11])=[C:6]([F:12])[CH:5]=1.[H-].[Na+].Cl/[CH:32]=[CH:33]/[C:34]([F:37])([F:36])[F:35].O. Product: [F:12][C:6]1[CH:5]=[C:4]([CH:9]=[C:8]([F:10])[C:7]=1[O:11]/[CH:32]=[CH:33]/[C:34]([F:37])([F:36])[F:35])[O:3][C:2]([F:1])([F:28])[CH:13]1[CH2:14][CH2:15][CH:16]([CH:19]2[CH2:24][CH2:23][CH:22]([CH2:25][CH2:26][CH3:27])[CH2:21][CH2:20]2)[CH2:17][CH2:18]1. The catalyst class is: 37.